Task: Predict the reactants needed to synthesize the given product.. Dataset: Full USPTO retrosynthesis dataset with 1.9M reactions from patents (1976-2016) Given the product [Cl:9][C:10]1[CH:15]=[CH:14][C:13]([CH2:16][C:17]([O:19][CH3:20])=[O:18])=[C:12]([CH:21]=[O:5])[CH:11]=1, predict the reactants needed to synthesize it. The reactants are: C[N+]1([O-])CC[O:5]CC1.[Cl:9][C:10]1[CH:15]=[CH:14][C:13]([CH2:16][C:17]([O:19][CH3:20])=[O:18])=[C:12]([CH:21]=C)[CH:11]=1.C([O-])(O)=O.[Na+].